From a dataset of Forward reaction prediction with 1.9M reactions from USPTO patents (1976-2016). Predict the product of the given reaction. (1) Given the reactants I[C:2]1[CH:3]=[C:4]([N:8]2[C:16](=[O:17])[C:15]3[CH:14]4[C:18]([CH3:20])([CH3:19])[C:11]([CH3:21])([CH2:12][CH2:13]4)[C:10]=3[N:9]2[CH3:22])[CH:5]=[CH:6][CH:7]=1.[CH3:23][O:24][C:25]1[CH:30]=[CH:29][CH:28]=[CH:27][C:26]=1B(O)O.C(=O)([O-])[O-].[K+].[K+], predict the reaction product. The product is: [CH3:23][O:24][C:25]1[CH:30]=[CH:29][CH:28]=[CH:27][C:26]=1[C:2]1[CH:7]=[CH:6][CH:5]=[C:4]([N:8]2[C:16](=[O:17])[C:15]3[C@@H:14]4[C:18]([CH3:19])([CH3:20])[C@@:11]([CH3:21])([CH2:12][CH2:13]4)[C:10]=3[N:9]2[CH3:22])[CH:3]=1. (2) Given the reactants [O:1]([C:8]1[C:9]2[NH:16][C:15](/[CH:17]=[CH:18]/[CH2:19][OH:20])=[CH:14][C:10]=2[N:11]=[CH:12][N:13]=1)[C:2]1[CH:7]=[CH:6][CH:5]=[CH:4][CH:3]=1.C(N(CC)CC)C.[C:28](Cl)(=[O:35])[C:29]1[CH:34]=[CH:33][CH:32]=[CH:31][CH:30]=1, predict the reaction product. The product is: [C:28]([O:20][CH2:19]/[CH:18]=[CH:17]/[C:15]1[NH:16][C:9]2[C:8]([O:1][C:2]3[CH:7]=[CH:6][CH:5]=[CH:4][CH:3]=3)=[N:13][CH:12]=[N:11][C:10]=2[CH:14]=1)(=[O:35])[C:29]1[CH:34]=[CH:33][CH:32]=[CH:31][CH:30]=1. (3) The product is: [F:2][C:3]1[CH:11]=[C:10]2[C:6]([C:7]([C:12]3[CH:22]=[CH:21][C:15]4[N:16]=[C:17]([CH2:19][NH:20][S:26]([CH:25]=[CH2:24])(=[O:28])=[O:27])[O:18][C:14]=4[CH:13]=3)=[CH:8][NH:9]2)=[CH:5][CH:4]=1. Given the reactants Cl.[F:2][C:3]1[CH:11]=[C:10]2[C:6]([C:7]([C:12]3[CH:22]=[CH:21][C:15]4[N:16]=[C:17]([CH2:19][NH2:20])[O:18][C:14]=4[CH:13]=3)=[CH:8][NH:9]2)=[CH:5][CH:4]=1.Cl[CH2:24][CH2:25][S:26](Cl)(=[O:28])=[O:27], predict the reaction product. (4) Given the reactants [C:1]([O:5][C:6]([N:8]1[CH2:13][CH2:12][CH:11]([N:14]2[C:18]3[CH:19]=[C:20]([F:27])[C:21]([C:23]([O:25]C)=[O:24])=[CH:22][C:17]=3[NH:16][C:15]2=[O:28])[CH2:10][CH2:9]1)=[O:7])([CH3:4])([CH3:3])[CH3:2].[OH-].[Na+].Cl, predict the reaction product. The product is: [C:1]([O:5][C:6]([N:8]1[CH2:13][CH2:12][CH:11]([N:14]2[C:18]3[CH:19]=[C:20]([F:27])[C:21]([C:23]([OH:25])=[O:24])=[CH:22][C:17]=3[NH:16][C:15]2=[O:28])[CH2:10][CH2:9]1)=[O:7])([CH3:4])([CH3:2])[CH3:3]. (5) The product is: [Cl:21][C:15]1[CH:16]=[C:17]([F:20])[CH:18]=[CH:19][C:14]=1[CH:5]1[N:6]=[C:7]([C:9]2[S:10][CH:11]=[CH:12][N:13]=2)[NH:8][C:3]([CH2:2][N:28]2[CH2:33][CH2:32][O:31][CH2:30][CH:29]2[CH2:34][CH2:35][C:36]([OH:38])=[O:37])=[C:4]1[C:22]([O:24][CH2:25][CH3:26])=[O:23]. Given the reactants Br[CH2:2][C:3]1[NH:8][C:7]([C:9]2[S:10][CH:11]=[CH:12][N:13]=2)=[N:6][CH:5]([C:14]2[CH:19]=[CH:18][C:17]([F:20])=[CH:16][C:15]=2[Cl:21])[C:4]=1[C:22]([O:24][CH2:25][CH3:26])=[O:23].Cl.[NH:28]1[CH2:33][CH2:32][O:31][CH2:30][CH:29]1[CH2:34][CH2:35][C:36]([OH:38])=[O:37], predict the reaction product. (6) Given the reactants [Cl:1][C:2]1[CH:3]=[C:4]([C:9]2[CH:13]=[C:12]([C:14]([N:16]3[CH2:20][CH2:19][S:18][CH2:17]3)=[O:15])[O:11][C:10]=2[C:21]2[CH:22]=[C:23]([C:27]#[N:28])[CH:24]=[CH:25][CH:26]=2)[CH:5]=[C:6]([F:8])[CH:7]=1.ClC1C=CC=C(C(OO)=[O:37])C=1.S([O-])([O-])(=O)=S.[Na+].[Na+], predict the reaction product. The product is: [Cl:1][C:2]1[CH:3]=[C:4]([C:9]2[CH:13]=[C:12]([C:14]([N:16]3[CH2:20][CH2:19][S:18](=[O:37])[CH2:17]3)=[O:15])[O:11][C:10]=2[C:21]2[CH:22]=[C:23]([C:27]#[N:28])[CH:24]=[CH:25][CH:26]=2)[CH:5]=[C:6]([F:8])[CH:7]=1.